The task is: Regression. Given two drug SMILES strings and cell line genomic features, predict the synergy score measuring deviation from expected non-interaction effect.. This data is from NCI-60 drug combinations with 297,098 pairs across 59 cell lines. (1) Synergy scores: CSS=-4.50, Synergy_ZIP=3.51, Synergy_Bliss=3.17, Synergy_Loewe=0.0712, Synergy_HSA=-0.789. Drug 1: CC(C1=C(C=CC(=C1Cl)F)Cl)OC2=C(N=CC(=C2)C3=CN(N=C3)C4CCNCC4)N. Cell line: M14. Drug 2: CN1CCC(CC1)COC2=C(C=C3C(=C2)N=CN=C3NC4=C(C=C(C=C4)Br)F)OC. (2) Drug 1: C1CCN(CC1)CCOC2=CC=C(C=C2)C(=O)C3=C(SC4=C3C=CC(=C4)O)C5=CC=C(C=C5)O. Drug 2: C1CNP(=O)(OC1)N(CCCl)CCCl. Cell line: CCRF-CEM. Synergy scores: CSS=-7.39, Synergy_ZIP=4.25, Synergy_Bliss=3.31, Synergy_Loewe=-0.451, Synergy_HSA=-1.16. (3) Drug 1: C#CCC(CC1=CN=C2C(=N1)C(=NC(=N2)N)N)C3=CC=C(C=C3)C(=O)NC(CCC(=O)O)C(=O)O. Drug 2: C1=NNC2=C1C(=O)NC=N2. Cell line: K-562. Synergy scores: CSS=7.72, Synergy_ZIP=-0.752, Synergy_Bliss=-2.31, Synergy_Loewe=-6.73, Synergy_HSA=-6.37. (4) Drug 1: C1CCC(CC1)NC(=O)N(CCCl)N=O. Drug 2: C1CN(CCN1C(=O)CCBr)C(=O)CCBr. Cell line: UACC-257. Synergy scores: CSS=9.05, Synergy_ZIP=-1.65, Synergy_Bliss=2.54, Synergy_Loewe=0.863, Synergy_HSA=0.803. (5) Cell line: COLO 205. Drug 2: C1=CC=C(C=C1)NC(=O)CCCCCCC(=O)NO. Drug 1: CNC(=O)C1=CC=CC=C1SC2=CC3=C(C=C2)C(=NN3)C=CC4=CC=CC=N4. Synergy scores: CSS=7.75, Synergy_ZIP=-1.50, Synergy_Bliss=-2.48, Synergy_Loewe=-7.84, Synergy_HSA=-5.60. (6) Drug 1: C1CN1P(=S)(N2CC2)N3CC3. Drug 2: CC1CCC2CC(C(=CC=CC=CC(CC(C(=O)C(C(C(=CC(C(=O)CC(OC(=O)C3CCCCN3C(=O)C(=O)C1(O2)O)C(C)CC4CCC(C(C4)OC)OCCO)C)C)O)OC)C)C)C)OC. Cell line: RPMI-8226. Synergy scores: CSS=27.2, Synergy_ZIP=-4.57, Synergy_Bliss=0.986, Synergy_Loewe=0.00613, Synergy_HSA=1.24. (7) Drug 1: COC1=NC(=NC2=C1N=CN2C3C(C(C(O3)CO)O)O)N. Drug 2: C1CNP(=O)(OC1)N(CCCl)CCCl. Cell line: OVCAR-4. Synergy scores: CSS=-5.83, Synergy_ZIP=4.11, Synergy_Bliss=-1.26, Synergy_Loewe=-8.03, Synergy_HSA=-8.81. (8) Synergy scores: CSS=10.3, Synergy_ZIP=-1.35, Synergy_Bliss=6.16, Synergy_Loewe=0.815, Synergy_HSA=3.18. Drug 2: CC1CCC2CC(C(=CC=CC=CC(CC(C(=O)C(C(C(=CC(C(=O)CC(OC(=O)C3CCCCN3C(=O)C(=O)C1(O2)O)C(C)CC4CCC(C(C4)OC)OCCO)C)C)O)OC)C)C)C)OC. Cell line: HS 578T. Drug 1: CC1=C(C(CCC1)(C)C)C=CC(=CC=CC(=CC(=O)O)C)C. (9) Drug 1: C1CCN(CC1)CCOC2=CC=C(C=C2)C(=O)C3=C(SC4=C3C=CC(=C4)O)C5=CC=C(C=C5)O. Drug 2: CC1C(C(CC(O1)OC2CC(OC(C2O)C)OC3=CC4=CC5=C(C(=O)C(C(C5)C(C(=O)C(C(C)O)O)OC)OC6CC(C(C(O6)C)O)OC7CC(C(C(O7)C)O)OC8CC(C(C(O8)C)O)(C)O)C(=C4C(=C3C)O)O)O)O. Cell line: MDA-MB-435. Synergy scores: CSS=19.0, Synergy_ZIP=-1.22, Synergy_Bliss=0.481, Synergy_Loewe=-30.9, Synergy_HSA=-6.49. (10) Drug 1: C1CN1C2=NC(=NC(=N2)N3CC3)N4CC4. Drug 2: C(CCl)NC(=O)N(CCCl)N=O. Cell line: ACHN. Synergy scores: CSS=56.4, Synergy_ZIP=3.94, Synergy_Bliss=1.88, Synergy_Loewe=-13.8, Synergy_HSA=3.03.